Dataset: Forward reaction prediction with 1.9M reactions from USPTO patents (1976-2016). Task: Predict the product of the given reaction. (1) Given the reactants Cl.[CH2:2]([O:4][C:5](=[O:8])[CH2:6][NH2:7])[CH3:3].C1(C)C(S(O)(=O)=O)=CC=CC=1.C(N(CC)CC)C.[CH:27](OC)=[O:28], predict the reaction product. The product is: [CH2:2]([O:4][C:5](=[O:8])[CH2:6][NH:7][CH:27]=[O:28])[CH3:3]. (2) Given the reactants [Cl:1][C:2]1[CH:7]=[C:6]([OH:8])[C:5](I)=[CH:4][C:3]=1[C:10]1[CH:15]=[CH:14][CH:13]=[C:12]([C:16]([F:19])([F:18])[F:17])[CH:11]=1.C([Sn](CCCC)(CCCC)[C:25]1[CH:30]=[CH:29][N:28]=[N:27][CH:26]=1)CCC.[F-].[Cs+], predict the reaction product. The product is: [Cl:1][C:2]1[CH:7]=[C:6]([OH:8])[C:5]([C:25]2[CH:30]=[CH:29][N:28]=[N:27][CH:26]=2)=[CH:4][C:3]=1[C:10]1[CH:15]=[CH:14][CH:13]=[C:12]([C:16]([F:19])([F:18])[F:17])[CH:11]=1. (3) Given the reactants I[CH2:2][CH:3]([CH2:14][CH2:15][CH2:16][CH2:17][CH2:18][CH2:19][CH2:20][CH3:21])[CH2:4][CH2:5][CH2:6][CH2:7][CH2:8][CH2:9][CH2:10][CH2:11][CH2:12][CH3:13].C1(=O)[NH:26]C(=O)C2=CC=CC=C12.[K].CCCCC.O.NN, predict the reaction product. The product is: [CH2:14]([CH:3]([CH2:4][CH2:5][CH2:6][CH2:7][CH2:8][CH2:9][CH2:10][CH2:11][CH2:12][CH3:13])[CH2:2][NH2:26])[CH2:15][CH2:16][CH2:17][CH2:18][CH2:19][CH2:20][CH3:21]. (4) Given the reactants [C:1]([C:5]1[CH:9]=[C:8]([NH:10][C:11](=[O:21])[C:12]2[CH:17]=[C:16]([Cl:18])[CH:15]=[CH:14][C:13]=2[O:19][CH3:20])[N:7]([CH2:22][C@H:23]2[CH2:27][CH2:26][CH2:25][O:24]2)[N:6]=1)([CH3:4])([CH3:3])[CH3:2].S(OC)(O[CH3:32])(=O)=O, predict the reaction product. The product is: [C:1]([C:5]1[N:6]([CH3:32])[N:7]([CH2:22][C@H:23]2[CH2:27][CH2:26][CH2:25][O:24]2)/[C:8](=[N:10]/[C:11](=[O:21])[C:12]2[CH:17]=[C:16]([Cl:18])[CH:15]=[CH:14][C:13]=2[O:19][CH3:20])/[CH:9]=1)([CH3:4])([CH3:2])[CH3:3]. (5) Given the reactants C1OCCOCCOCCOCCOCCOC1.CC(C)([O-])C.[K+].[CH3:25][C:26]1[NH:42][C:29]2=[C:30]([C:34]3[CH:39]=[CH:38][C:37]([CH:40]=[CH2:41])=[CH:36][CH:35]=3)[N:31]=[CH:32][CH:33]=[C:28]2[C:27]=1[CH3:43].[F:44][C:45]1[CH:46]=[C:47]([CH:50]=[CH:51][CH:52]=1)[CH2:48][Cl:49], predict the reaction product. The product is: [ClH:49].[F:44][C:45]1[CH:46]=[C:47]([CH:50]=[CH:51][CH:52]=1)[CH2:48][N:42]1[C:29]2=[C:30]([C:34]3[CH:39]=[CH:38][C:37]([CH:40]=[CH2:41])=[CH:36][CH:35]=3)[N:31]=[CH:32][CH:33]=[C:28]2[C:27]([CH3:43])=[C:26]1[CH3:25]. (6) Given the reactants C([O-])([O-])=O.[K+].[K+].[CH2:7]([O:14][C:15]1[CH:20]=[C:19](F)[CH:18]=[CH:17][C:16]=1[N+:22]([O-:24])=[O:23])[C:8]1[CH:13]=[CH:12][CH:11]=[CH:10][CH:9]=1.[C:25]1([OH:31])[CH:30]=[CH:29][CH:28]=[CH:27][CH:26]=1.O, predict the reaction product. The product is: [CH2:7]([O:14][C:15]1[CH:20]=[C:19]([O:31][C:25]2[CH:30]=[CH:29][CH:28]=[CH:27][CH:26]=2)[CH:18]=[CH:17][C:16]=1[N+:22]([O-:24])=[O:23])[C:8]1[CH:13]=[CH:12][CH:11]=[CH:10][CH:9]=1. (7) Given the reactants [CH3:1][C:2]1[C:6]([CH3:7])=[C:5]([NH2:8])[O:4][N:3]=1.[O:9]1[C:13]([S:14](Cl)(=[O:16])=[O:15])=[CH:12][C:11]2[CH:18]=[CH:19][CH:20]=[CH:21][C:10]1=2, predict the reaction product. The product is: [CH3:1][C:2]1[C:6]([CH3:7])=[C:5]([NH:8][S:14]([C:13]2[O:9][C:10]3[CH:21]=[CH:20][CH:19]=[CH:18][C:11]=3[CH:12]=2)(=[O:15])=[O:16])[O:4][N:3]=1. (8) Given the reactants [F:1][C:2]1[CH:8]=[CH:7][C:5]([NH2:6])=[C:4]([O:9][CH3:10])[CH:3]=1.OS(O)(=O)=O.[N+:16]([O-])([O-:18])=[O:17].[K+].[NH4+].[OH-], predict the reaction product. The product is: [F:1][C:2]1[C:8]([N+:16]([O-:18])=[O:17])=[CH:7][C:5]([NH2:6])=[C:4]([O:9][CH3:10])[CH:3]=1.